From a dataset of Peptide-MHC class I binding affinity with 185,985 pairs from IEDB/IMGT. Regression. Given a peptide amino acid sequence and an MHC pseudo amino acid sequence, predict their binding affinity value. This is MHC class I binding data. (1) The peptide sequence is ATRRMIQL. The MHC is HLA-A02:06 with pseudo-sequence HLA-A02:06. The binding affinity (normalized) is 0. (2) The binding affinity (normalized) is 0. The peptide sequence is GVTVIKNNMI. The MHC is HLA-B40:01 with pseudo-sequence HLA-B40:01. (3) The peptide sequence is IIYERDFSY. The MHC is HLA-B35:01 with pseudo-sequence HLA-B35:01. The binding affinity (normalized) is 0.851. (4) The peptide sequence is ALKTELEDTL. The MHC is HLA-A02:01 with pseudo-sequence HLA-A02:01. The binding affinity (normalized) is 0.401. (5) The peptide sequence is QGMHILLPL. The MHC is HLA-B08:01 with pseudo-sequence HLA-B08:01. The binding affinity (normalized) is 0.604. (6) The peptide sequence is YPKSNSGDKY. The MHC is HLA-B07:02 with pseudo-sequence HLA-B07:02. The binding affinity (normalized) is 0.206. (7) The peptide sequence is VWEQWWTDYW. The MHC is Mamu-B52 with pseudo-sequence Mamu-B52. The binding affinity (normalized) is 0.622. (8) The peptide sequence is AELLNNQFGT. The MHC is HLA-B40:02 with pseudo-sequence HLA-B40:02. The binding affinity (normalized) is 0.350.